From a dataset of HIV replication inhibition screening data with 41,000+ compounds from the AIDS Antiviral Screen. Binary Classification. Given a drug SMILES string, predict its activity (active/inactive) in a high-throughput screening assay against a specified biological target. (1) The molecule is O=C(O)Cc1ccc(Nc2nc3ccccc3nc2C(=O)O)cc1. The result is 0 (inactive). (2) The compound is CC(C)COCSCC(NC(=O)CNC(=O)C(Cc1ccccc1)NC(=O)CNC(=O)C(N)CSC(c1ccccc1)(c1ccccc1)c1ccccc1)C(=O)NC(Cc1ccccc1)C(=O)NCC(=O)OC(C)(C)C. The result is 0 (inactive). (3) The compound is O=P1(NC2CCCC2)OCC2(CO1)COP(=O)(NC1CCCC1)OC2. The result is 0 (inactive). (4) The drug is CCOC(=O)CCC1(C(=O)OC)CCCC1=O. The result is 0 (inactive). (5) The compound is CNc1ncnc2[nH]c(OC)nc12. The result is 0 (inactive). (6) The molecule is CC1=C2[OH+][AlH3-3]34([O+]=C2C=CN1C)([O+]=C1C=CN(C)C(C)=C1[OH+]3)[O+]=C1C=CN(C)C(C)=C1[OH+]4. The result is 0 (inactive).